Dataset: Reaction yield outcomes from USPTO patents with 853,638 reactions. Task: Predict the reaction yield, written as a fraction of the theoretical maximum amount of product (1.0 means a 100% yield; for example, 0.34 means a 34% yield). (1) The reactants are [N+:1]([C:4]1[CH:9]=[CH:8][C:7]([CH2:10][C:11]([NH2:13])=[O:12])=[CH:6][CH:5]=1)([O-:3])=[O:2].Br[CH2:15][C:16](=O)[CH3:17].CN(C)C=O.C(=O)([O-])[O-].[K+].[K+]. The catalyst is C(OCC)(=O)C.O. The product is [CH3:17][C:16]1[N:13]=[C:11]([CH2:10][C:7]2[CH:6]=[CH:5][C:4]([N+:1]([O-:3])=[O:2])=[CH:9][CH:8]=2)[O:12][CH:15]=1. The yield is 0.0820. (2) The reactants are [CH3:1][O:2][C:3]1[CH:4]=[C:5]2[C:10](=[CH:11][C:12]=1[O:13][CH3:14])[N:9]=[CH:8][N:7]=[C:6]2[O:15][C:16]1[CH:22]=[CH:21][C:19]([NH2:20])=[C:18]([N+:23]([O-:25])=[O:24])[CH:17]=1.Cl[C:27](Cl)([O:29]C(=O)OC(Cl)(Cl)Cl)Cl.[CH3:38][CH2:39][CH:40]([OH:44])[CH2:41][C:42]#[CH:43].C(=O)(O)[O-].[Na+]. The catalyst is C(Cl)Cl.C(N(CC)CC)C.C1(C)C=CC=CC=1. The product is [CH3:1][O:2][C:3]1[CH:4]=[C:5]2[C:10](=[CH:11][C:12]=1[O:13][CH3:14])[N:9]=[CH:8][N:7]=[C:6]2[O:15][C:16]1[CH:22]=[CH:21][C:19]([NH:20][C:27](=[O:29])[O:44][CH:40]([CH2:39][CH3:38])[CH2:41][C:42]#[CH:43])=[C:18]([N+:23]([O-:25])=[O:24])[CH:17]=1. The yield is 0.850. (3) The reactants are [CH2:1]([C:3]1[C:12]2[C:7](=[CH:8][CH:9]=[CH:10][CH:11]=2)[C:6]([N+:13]([O-])=O)=[CH:5][CH:4]=1)[CH3:2]. The catalyst is C(O)C.[Ni]. The product is [CH2:1]([C:3]1[C:12]2[C:7](=[CH:8][CH:9]=[CH:10][CH:11]=2)[C:6]([NH2:13])=[CH:5][CH:4]=1)[CH3:2]. The yield is 0.940.